This data is from Forward reaction prediction with 1.9M reactions from USPTO patents (1976-2016). The task is: Predict the product of the given reaction. (1) The product is: [CH2:24]([O:23][C:21]([C:16]1([NH:15][C:14]([CH:9]2[CH2:10][CH:11]([O:13][C:49]3[C:50]4[C:55](=[CH:54][C:53]([O:64][CH3:62])=[CH:52][CH:51]=4)[N:46]=[C:47]([C:57]4[S:56][CH:60]=[C:59]([CH:27]([CH3:32])[CH3:28])[N:58]=4)[N:48]=3)[CH2:12][CH:8]2[C:6]([OH:5])=[O:7])=[O:26])[CH2:18][CH:17]1[CH:19]=[CH2:20])=[O:22])[CH3:25]. Given the reactants C([O:5][C:6]([C@@H:8]1[CH2:12][C@@H:11]([OH:13])[CH2:10][C@H:9]1[C:14](=[O:26])[NH:15][C@:16]1([C:21]([O:23][CH2:24][CH3:25])=[O:22])[CH2:18][C@H:17]1[CH:19]=[CH2:20])=[O:7])(C)(C)C.[CH:27]1[CH:32]=CC(P(C2C=CC=CC=2)C2C=CC=CC=2)=C[CH:28]=1.[N:46]1[C:55]2[C:50](=[CH:51][CH:52]=[CH:53][CH:54]=2)[CH:49]=[N:48][CH:47]=1.[S:56]1[CH:60]=[CH:59][N:58]=[CH:57]1.C[CH:62]([O:64]C(/N=N/C(OC(C)C)=O)=O)C.C([SiH](CC)CC)C, predict the reaction product. (2) Given the reactants [C:1]([O:5][C:6]([NH:8][C@@H:9]1[CH2:14][CH2:13][C@H:12]([C:15]([OH:17])=O)[CH2:11][CH2:10]1)=[O:7])([CH3:4])([CH3:3])[CH3:2].Cl.[C:19]1([CH2:25][CH2:26][CH2:27][CH:28]([NH2:38])[CH2:29][CH2:30][CH2:31][C:32]2[CH:37]=[CH:36][CH:35]=[CH:34][CH:33]=2)[CH:24]=[CH:23][CH:22]=[CH:21][CH:20]=1.C(N(CC)C(C)C)(C)C.C1CN([P+](ON2N=NC3C=CC=CC2=3)(N2CCCC2)N2CCCC2)CC1.F[P-](F)(F)(F)(F)F, predict the reaction product. The product is: [C:32]1([CH2:31][CH2:30][CH2:29][CH:28]([NH:38][C:15]([C@H:12]2[CH2:11][CH2:10][C@@H:9]([NH:8][C:6]([O:5][C:1]([CH3:2])([CH3:3])[CH3:4])=[O:7])[CH2:14][CH2:13]2)=[O:17])[CH2:27][CH2:26][CH2:25][C:19]2[CH:20]=[CH:21][CH:22]=[CH:23][CH:24]=2)[CH:37]=[CH:36][CH:35]=[CH:34][CH:33]=1. (3) Given the reactants [CH3:1][C:2]([CH3:21])([CH3:20])[C:3]([C:5]1[C:13]2[C:8](=[CH:9][C:10]([O:14][CH3:15])=[CH:11][CH:12]=2)[N:7]([CH2:16][C:17](O)=[O:18])[N:6]=1)=[O:4].C1C=CC2N(O)N=NC=2C=1.Cl.[CH:33]([C:36]1[NH:37][CH2:38][CH2:39][CH:40]=1)([CH3:35])[CH3:34].CCN(C(C)C)C(C)C, predict the reaction product. The product is: [CH:33]([CH:36]1[CH2:40][CH2:39][CH2:38][N:37]1[C:17](=[O:18])[CH2:16][N:7]1[C:8]2[C:13](=[CH:12][CH:11]=[C:10]([O:14][CH3:15])[CH:9]=2)[C:5]([C:3](=[O:4])[C:2]([CH3:20])([CH3:21])[CH3:1])=[N:6]1)([CH3:35])[CH3:34]. (4) Given the reactants [Cl:1][C:2]1[CH:7]=[C:6]([Cl:8])[CH:5]=[CH:4][C:3]=1[C:9](Cl)=[N:10][OH:11].[N:13]1[CH:18]=[CH:17][CH:16]=[C:15]([CH:19]([OH:29])[C:20]#[C:21][C:22]2[CH:27]=[CH:26][CH:25]=[C:24]([Cl:28])[CH:23]=2)[CH:14]=1.C(=O)(O)[O-].[Na+], predict the reaction product. The product is: [Cl:28][C:24]1[CH:23]=[C:22]([C:21]2[O:11][N:10]=[C:9]([C:3]3[CH:4]=[CH:5][C:6]([Cl:8])=[CH:7][C:2]=3[Cl:1])[C:20]=2[CH:19]([C:15]2[CH:14]=[N:13][CH:18]=[CH:17][CH:16]=2)[OH:29])[CH:27]=[CH:26][CH:25]=1. (5) Given the reactants [F:1][C:2]1[CH:11]=[C:10]2[C:5]([CH:6]=[CH:7][C:8]([CH3:12])=[N:9]2)=[C:4]([N:13]2[CH2:18][CH2:17][NH:16][CH2:15][CH2:14]2)[CH:3]=1.Cl[CH2:20][C:21]([C:23]1[CH:24]=[C:25]([F:34])[C:26]2[O:31][CH2:30][C:29](=[O:32])[NH:28][C:27]=2[CH:33]=1)=[O:22], predict the reaction product. The product is: [F:34][C:25]1[C:26]2[O:31][CH2:30][C:29](=[O:32])[NH:28][C:27]=2[CH:33]=[C:23]([C:21](=[O:22])[CH2:20][N:16]2[CH2:15][CH2:14][N:13]([C:4]3[CH:3]=[C:2]([F:1])[CH:11]=[C:10]4[C:5]=3[CH:6]=[CH:7][C:8]([CH3:12])=[N:9]4)[CH2:18][CH2:17]2)[CH:24]=1. (6) Given the reactants [CH:1]1([N:7]2[C:11]3[CH:12]=[C:13]([O:16][CH2:17][CH2:18][CH2:19][CH2:20][CH2:21][C:22]([O:24]C)=O)[CH:14]=[CH:15][C:10]=3[N:9]=[C:8]2[C:26]2[CH:31]=[CH:30][CH:29]=[CH:28][CH:27]=2)[CH2:6][CH2:5][CH2:4][CH2:3][CH2:2]1.Cl.[CH3:33][NH:34][CH3:35], predict the reaction product. The product is: [CH:1]1([N:7]2[C:11]3[CH:12]=[C:13]([O:16][CH2:17][CH2:18][CH2:19][CH2:20][CH2:21][C:22]([N:34]([CH3:35])[CH3:33])=[O:24])[CH:14]=[CH:15][C:10]=3[N:9]=[C:8]2[C:26]2[CH:31]=[CH:30][CH:29]=[CH:28][CH:27]=2)[CH2:6][CH2:5][CH2:4][CH2:3][CH2:2]1.